From a dataset of Full USPTO retrosynthesis dataset with 1.9M reactions from patents (1976-2016). Predict the reactants needed to synthesize the given product. (1) Given the product [CH3:21][C:22]1([CH3:37])[CH2:27][CH:26]([N:28]2[CH2:32][CH2:31][N:30]([C:33]([NH:20][C:17]3[CH:16]=[CH:15][C:14]([O:13][C:11]4[CH:10]=[CH:9][N:8]=[C:7]([C:5]5[CH:4]=[N:3][N:2]([CH3:1])[CH:6]=5)[CH:12]=4)=[CH:19][N:18]=3)=[O:34])[C:29]2=[O:36])[CH2:25][CH2:24][O:23]1, predict the reactants needed to synthesize it. The reactants are: [CH3:1][N:2]1[CH:6]=[C:5]([C:7]2[CH:12]=[C:11]([O:13][C:14]3[CH:15]=[CH:16][C:17]([NH2:20])=[N:18][CH:19]=3)[CH:10]=[CH:9][N:8]=2)[CH:4]=[N:3]1.[CH3:21][C:22]1([CH3:37])[CH2:27][CH:26]([N:28]2[CH2:32][CH2:31][N:30]([C:33](Cl)=[O:34])[C:29]2=[O:36])[CH2:25][CH2:24][O:23]1. (2) Given the product [Cl:1][C:2]1[CH:19]=[CH:18][C:17]([C@H:20]2[C@H:25]([OH:26])[C@@H:24]([OH:27])[C@H:23]([OH:28])[C@@H:22]([CH2:29][OH:30])[O:21]2)=[CH:16][C:3]=1[CH2:4][C:5]1[CH:6]=[C:7]2[C:12](=[CH:13][CH:14]=1)[O:11][CH2:10][CH2:9][CH:8]2[OH:15], predict the reactants needed to synthesize it. The reactants are: [Cl:1][C:2]1[CH:19]=[CH:18][C:17]([C@H:20]2[C@H:25]([OH:26])[C@@H:24]([OH:27])[C@H:23]([OH:28])[C@@H:22]([CH2:29][OH:30])[O:21]2)=[CH:16][C:3]=1[CH2:4][C:5]1[CH:6]=[C:7]2[C:12](=[CH:13][CH:14]=1)[O:11][CH2:10][CH2:9][C:8]2=[O:15].[BH4-].[Na+]. (3) Given the product [CH:1]1[CH:2]=[CH:3][N:4]2[CH2:10][C:9]3[CH:11]=[CH:12][CH:13]=[CH:14][C:8]=3[N:7]([C:15]([C:17]3[CH:18]=[CH:19][C:20]([C:35]4[CH:36]5[CH2:41][CH:38]([CH2:39][CH:40]=4)[C:37]5([CH3:43])[CH3:42])=[CH:21][CH:22]=3)=[O:16])[CH2:6][C:5]=12, predict the reactants needed to synthesize it. The reactants are: [CH:1]1[CH:2]=[CH:3][N:4]2[CH2:10][C:9]3[CH:11]=[CH:12][CH:13]=[CH:14][C:8]=3[N:7]([C:15]([C:17]3[CH:22]=[CH:21][C:20](C4CCCCC=4)=[CH:19][CH:18]=3)=[O:16])[CH2:6][C:5]=12.FC(F)(F)S(O[C:35]1[CH:36]2[CH2:41][CH:38]([CH2:39][CH:40]=1)[C:37]2([CH3:43])[CH3:42])(=O)=O. (4) Given the product [CH3:17][O:16][C:13]1[CH:14]=[CH:15][C:10]([CH2:9][S:8][CH2:7][CH2:6][NH:5][C:3](=[O:4])[CH2:2][NH:5][CH2:6][CH2:7][S:8][CH2:9][C:10]2[CH:15]=[CH:14][C:13]([O:16][CH3:17])=[CH:12][CH:11]=2)=[CH:11][CH:12]=1, predict the reactants needed to synthesize it. The reactants are: Cl[CH2:2][C:3]([NH:5][CH2:6][CH2:7][S:8][CH2:9][C:10]1[CH:15]=[CH:14][C:13]([O:16][CH3:17])=[CH:12][CH:11]=1)=[O:4]. (5) Given the product [C:28]([C:30]1[CH:31]=[CH:32][C:33]([S:36]([NH:39][C:25](=[O:26])[CH:24]=[CH:23][C:20]2[CH:21]=[CH:22][C:17]([C:7]([C:1]3[CH:6]=[CH:5][CH:4]=[CH:3][CH:2]=3)=[C:8]([C:11]3[CH:12]=[CH:13][CH:14]=[CH:15][CH:16]=3)[CH2:9][CH3:10])=[CH:18][CH:19]=2)(=[O:38])=[O:37])=[CH:34][CH:35]=1)#[N:29], predict the reactants needed to synthesize it. The reactants are: [C:1]1(/[C:7](/[C:17]2[CH:22]=[CH:21][C:20]([CH:23]=[CH:24][C:25](O)=[O:26])=[CH:19][CH:18]=2)=[C:8](/[C:11]2[CH:16]=[CH:15][CH:14]=[CH:13][CH:12]=2)\[CH2:9][CH3:10])[CH:6]=[CH:5][CH:4]=[CH:3][CH:2]=1.[C:28]([C:30]1[CH:35]=[CH:34][C:33]([S:36]([NH2:39])(=[O:38])=[O:37])=[CH:32][CH:31]=1)#[N:29]. (6) Given the product [CH:10]([C:8]1[CH2:7][C:5]2[S:6][C:2]([CH3:1])=[C:3]([C:14]3[CH:15]=[CH:16][CH:17]=[CH:18][CH:19]=3)[C:4]=2[CH:9]=1)([CH3:12])[CH3:11], predict the reactants needed to synthesize it. The reactants are: [CH3:1][C:2]1[S:6][C:5]2[C:7](=O)[CH:8]([CH:10]([CH3:12])[CH3:11])[CH2:9][C:4]=2[C:3]=1[C:14]1[CH:19]=[CH:18][CH:17]=[CH:16][CH:15]=1.[H-].[H-].[H-].[H-].[Li+].[Al+3].O. (7) Given the product [CH3:8][C:6]1([CH3:7])[C:2]([CH3:16])([CH3:1])[O:3][B:4]([C:9]2[CH:10]=[CH:11][C:12]([NH:15][C:24](=[O:26])[CH3:25])=[N:13][CH:14]=2)[O:5]1, predict the reactants needed to synthesize it. The reactants are: [CH3:1][C:2]1([CH3:16])[C:6]([CH3:8])([CH3:7])[O:5][B:4]([C:9]2[CH:10]=[CH:11][C:12]([NH2:15])=[N:13][CH:14]=2)[O:3]1.C(N(CC)CC)C.[C:24](OC(=O)C)(=[O:26])[CH3:25].